From a dataset of NCI-60 drug combinations with 297,098 pairs across 59 cell lines. Regression. Given two drug SMILES strings and cell line genomic features, predict the synergy score measuring deviation from expected non-interaction effect. (1) Drug 1: C1=NC2=C(N1)C(=S)N=CN2. Drug 2: CC(C)NC(=O)C1=CC=C(C=C1)CNNC.Cl. Cell line: HCT116. Synergy scores: CSS=50.6, Synergy_ZIP=-1.08, Synergy_Bliss=-3.46, Synergy_Loewe=-42.4, Synergy_HSA=-4.96. (2) Drug 1: CN(C)N=NC1=C(NC=N1)C(=O)N. Drug 2: CC1=C(C(=O)C2=C(C1=O)N3CC4C(C3(C2COC(=O)N)OC)N4)N. Cell line: SK-MEL-5. Synergy scores: CSS=30.1, Synergy_ZIP=-6.30, Synergy_Bliss=-6.64, Synergy_Loewe=-43.6, Synergy_HSA=-6.21.